From a dataset of Forward reaction prediction with 1.9M reactions from USPTO patents (1976-2016). Predict the product of the given reaction. The product is: [N:1]1([CH2:5][C@@H:6]([NH:10][CH3:11])[CH:7]([CH3:9])[CH3:8])[CH2:4][CH2:3][CH2:2]1. Given the reactants [N:1]1([C:5](=O)[C@@H:6]([NH:10][C:11](=O)OC(C)(C)C)[CH:7]([CH3:9])[CH3:8])[CH2:4][CH2:3][CH2:2]1.[H-].[H-].[H-].[H-].[Li+].[Al+3].O.[OH-].[Na+], predict the reaction product.